Dataset: Full USPTO retrosynthesis dataset with 1.9M reactions from patents (1976-2016). Task: Predict the reactants needed to synthesize the given product. (1) The reactants are: O1CCCC1.C1([Li])C=CC=CC=1.[Br-].[OH:14][CH2:15][C:16]1[CH:41]=[CH:40][C:19]([CH2:20][P+](C2C=CC=CC=2)(C2C=CC=CC=2)C2C=CC=CC=2)=[CH:18][CH:17]=1.[CH2:42]([N:46]([CH2:55][CH2:56][CH2:57][CH3:58])[C:47]1[CH:54]=[CH:53][C:50]([CH:51]=O)=[CH:49][CH:48]=1)[CH2:43][CH2:44][CH3:45]. Given the product [CH2:42]([N:46]([CH2:55][CH2:56][CH2:57][CH3:58])[C:47]1[CH:48]=[CH:49][C:50]([CH:51]=[CH:20][C:19]2[CH:18]=[CH:17][C:16]([CH2:15][OH:14])=[CH:41][CH:40]=2)=[CH:53][CH:54]=1)[CH2:43][CH2:44][CH3:45], predict the reactants needed to synthesize it. (2) Given the product [C:2]1([CH:21]([C:20]2[CH:19]=[CH:18][CH:17]=[CH:26][CH:25]=2)[OH:23])[CH:7]=[CH:6][CH:5]=[CH:4][CH:3]=1, predict the reactants needed to synthesize it. The reactants are: Br[C:2]1[CH:7]=[CH:6][C:5](CC)=[CH:4][CH:3]=1.CCCCC.C([C:17]1[CH:26]=[CH:25][C:20]([C:21]([O:23]C)=O)=[CH:19][C:18]=1O)=O.[Cl-].[NH4+].